Dataset: NCI-60 drug combinations with 297,098 pairs across 59 cell lines. Task: Regression. Given two drug SMILES strings and cell line genomic features, predict the synergy score measuring deviation from expected non-interaction effect. (1) Drug 1: CCC1=CC2CC(C3=C(CN(C2)C1)C4=CC=CC=C4N3)(C5=C(C=C6C(=C5)C78CCN9C7C(C=CC9)(C(C(C8N6C)(C(=O)OC)O)OC(=O)C)CC)OC)C(=O)OC.C(C(C(=O)O)O)(C(=O)O)O. Drug 2: C1=CC(=CC=C1CCCC(=O)O)N(CCCl)CCCl. Cell line: SK-MEL-28. Synergy scores: CSS=26.1, Synergy_ZIP=-7.06, Synergy_Bliss=-0.536, Synergy_Loewe=-18.2, Synergy_HSA=-2.30. (2) Drug 1: CC1=C(C=C(C=C1)NC2=NC=CC(=N2)N(C)C3=CC4=NN(C(=C4C=C3)C)C)S(=O)(=O)N.Cl. Drug 2: CC(C)NC(=O)C1=CC=C(C=C1)CNNC.Cl. Cell line: OVCAR3. Synergy scores: CSS=-0.0855, Synergy_ZIP=-0.0991, Synergy_Bliss=-0.461, Synergy_Loewe=-2.50, Synergy_HSA=-2.29. (3) Drug 1: CC12CCC(CC1=CCC3C2CCC4(C3CC=C4C5=CN=CC=C5)C)O. Drug 2: CC12CCC3C(C1CCC2=O)CC(=C)C4=CC(=O)C=CC34C. Cell line: SW-620. Synergy scores: CSS=41.4, Synergy_ZIP=0.0426, Synergy_Bliss=-0.599, Synergy_Loewe=-9.28, Synergy_HSA=-1.61. (4) Cell line: SW-620. Drug 1: C1CC(C1)(C(=O)O)C(=O)O.[NH2-].[NH2-].[Pt+2]. Drug 2: CC1=C(C=C(C=C1)C(=O)NC2=CC(=CC(=C2)C(F)(F)F)N3C=C(N=C3)C)NC4=NC=CC(=N4)C5=CN=CC=C5. Synergy scores: CSS=0.328, Synergy_ZIP=-1.64, Synergy_Bliss=-2.53, Synergy_Loewe=-6.12, Synergy_HSA=-6.30. (5) Drug 1: CS(=O)(=O)C1=CC(=C(C=C1)C(=O)NC2=CC(=C(C=C2)Cl)C3=CC=CC=N3)Cl. Drug 2: CCCCCOC(=O)NC1=NC(=O)N(C=C1F)C2C(C(C(O2)C)O)O. Cell line: OVCAR-8. Synergy scores: CSS=6.65, Synergy_ZIP=-1.74, Synergy_Bliss=0.438, Synergy_Loewe=-6.04, Synergy_HSA=-0.168. (6) Synergy scores: CSS=8.46, Synergy_ZIP=-3.24, Synergy_Bliss=1.92, Synergy_Loewe=-3.18, Synergy_HSA=0.00111. Cell line: NCI-H460. Drug 1: CC1C(C(CC(O1)OC2CC(CC3=C2C(=C4C(=C3O)C(=O)C5=C(C4=O)C(=CC=C5)OC)O)(C(=O)CO)O)N)O.Cl. Drug 2: CC12CCC3C(C1CCC2O)C(CC4=C3C=CC(=C4)O)CCCCCCCCCS(=O)CCCC(C(F)(F)F)(F)F.